Dataset: Full USPTO retrosynthesis dataset with 1.9M reactions from patents (1976-2016). Task: Predict the reactants needed to synthesize the given product. (1) Given the product [CH2:1]([O:3][C:4]([N:6]1[C:15]2[C:10](=[N:11][C:12]([O:16][CH3:17])=[CH:13][CH:14]=2)[C@@H:9]([NH:18][C:19]2[N:24]=[C:23]([CH2:25][C:26]3[CH:31]=[C:30]([C:32]([F:35])([F:33])[F:34])[CH:29]=[C:28]([C:36]([F:37])([F:38])[F:39])[CH:27]=3)[C:22]([CH:40]=[O:41])=[CH:21][N:20]=2)[CH2:8][C@H:7]1[CH2:42][CH3:43])=[O:5])[CH3:2], predict the reactants needed to synthesize it. The reactants are: [CH2:1]([O:3][C:4]([N:6]1[C:15]2[C:10](=[N:11][C:12]([O:16][CH3:17])=[CH:13][CH:14]=2)[C@@H:9]([NH:18][C:19]2[N:24]=[C:23]([CH2:25][C:26]3[CH:31]=[C:30]([C:32]([F:35])([F:34])[F:33])[CH:29]=[C:28]([C:36]([F:39])([F:38])[F:37])[CH:27]=3)[C:22]([CH2:40][OH:41])=[CH:21][N:20]=2)[CH2:8][C@H:7]1[CH2:42][CH3:43])=[O:5])[CH3:2]. (2) Given the product [CH3:15][O:14][C:12]1[CH:11]=[C:10]([CH3:16])[N:9]=[C:8]([C:6]2[CH:5]=[CH:4][CH:3]=[C:2]([C:19]#[C:18][CH2:17][O:20][N:21]=[C:22]([C:24]3[CH:29]=[CH:28][CH:27]=[C:26]([CH3:30])[N:25]=3)[CH3:23])[N:7]=2)[CH:13]=1, predict the reactants needed to synthesize it. The reactants are: Br[C:2]1[N:7]=[C:6]([C:8]2[CH:13]=[C:12]([O:14][CH3:15])[CH:11]=[C:10]([CH3:16])[N:9]=2)[CH:5]=[CH:4][CH:3]=1.[CH2:17]([O:20]/[N:21]=[C:22](/[C:24]1[CH:29]=[CH:28][CH:27]=[C:26]([CH3:30])[N:25]=1)\[CH3:23])[C:18]#[CH:19].C(NC(C)C)(C)C.O. (3) The reactants are: [Cl:1][C:2]1[CH:3]=[N:4][C:5]2[C:10]([C:11]=1[CH2:12][CH2:13][CH2:14][C:15]1([C:21]([O:23][CH2:24][C:25]3[CH:30]=[CH:29][CH:28]=[CH:27][CH:26]=3)=[O:22])[CH2:20][CH2:19][NH:18][CH2:17][CH2:16]1)=[CH:9][C:8]([O:31][CH3:32])=[CH:7][CH:6]=2.Br[CH2:34][CH2:35][O:36][C:37]1[C:42]([F:43])=[CH:41][CH:40]=[CH:39][C:38]=1[F:44].[I-].[K+].C(=O)([O-])[O-].[K+].[K+]. Given the product [Cl:1][C:2]1[CH:3]=[N:4][C:5]2[C:10]([C:11]=1[CH2:12][CH2:13][CH2:14][C:15]1([C:21]([O:23][CH2:24][C:25]3[CH:26]=[CH:27][CH:28]=[CH:29][CH:30]=3)=[O:22])[CH2:20][CH2:19][N:18]([CH2:34][CH2:35][O:36][C:37]3[C:38]([F:44])=[CH:39][CH:40]=[CH:41][C:42]=3[F:43])[CH2:17][CH2:16]1)=[CH:9][C:8]([O:31][CH3:32])=[CH:7][CH:6]=2, predict the reactants needed to synthesize it. (4) Given the product [F:22][C:3]1[CH:4]=[C:5]([C:19]([NH2:21])=[O:20])[C:6]2[NH:7][C:8]3[C:13]([C:14]=2[C:2]=1[C:37]1[CH:38]=[CH:39][CH:40]=[C:35]([N:30]2[C:31](=[O:34])[CH:32]=[C:33]4[C:24]([F:23])=[CH:25][CH:26]=[CH:27][N:28]4[C:29]2=[O:51])[C:36]=1[CH3:50])=[CH:12][CH:11]=[C:10]([C:15]([OH:18])([CH3:17])[CH3:16])[CH:9]=3, predict the reactants needed to synthesize it. The reactants are: Br[C:2]1[C:14]2[C:13]3[C:8](=[CH:9][C:10]([C:15]([OH:18])([CH3:17])[CH3:16])=[CH:11][CH:12]=3)[NH:7][C:6]=2[C:5]([C:19]([NH2:21])=[O:20])=[CH:4][C:3]=1[F:22].[F:23][C:24]1[C:33]2[N:28]([C:29](=[O:51])[N:30]([C:35]3[CH:40]=[CH:39][CH:38]=[C:37](B4OC(C)(C)C(C)(C)O4)[C:36]=3[CH3:50])[C:31](=[O:34])[CH:32]=2)[CH:27]=[CH:26][CH:25]=1.C([O-])([O-])=O.[Cs+].[Cs+]. (5) Given the product [C:27]([O:31][C:32](=[O:41])[NH:33][C@H:34]1[CH2:35][CH2:36][C@H:37]([NH:40][C:24]([C:21]2[C:17]3[N:18]=[CH:19][N:20]=[C:15]([C:7]4[CH:8]=[C:9]([F:14])[C:10]([O:12][CH3:13])=[CH:11][C:6]=4[O:5][CH2:4][CH:1]4[CH2:3][CH2:2]4)[C:16]=3[NH:23][CH:22]=2)=[O:25])[CH2:38][CH2:39]1)([CH3:30])([CH3:28])[CH3:29], predict the reactants needed to synthesize it. The reactants are: [CH:1]1([CH2:4][O:5][C:6]2[CH:11]=[C:10]([O:12][CH3:13])[C:9]([F:14])=[CH:8][C:7]=2[C:15]2[C:16]3[NH:23][CH:22]=[C:21]([C:24](O)=[O:25])[C:17]=3[N:18]=[CH:19][N:20]=2)[CH2:3][CH2:2]1.[C:27]([O:31][C:32](=[O:41])[NH:33][C@H:34]1[CH2:39][CH2:38][C@H:37]([NH2:40])[CH2:36][CH2:35]1)([CH3:30])([CH3:29])[CH3:28].